Dataset: Full USPTO retrosynthesis dataset with 1.9M reactions from patents (1976-2016). Task: Predict the reactants needed to synthesize the given product. (1) Given the product [CH:23]1([N:12]2[C:11]3[N:10]=[C:9]([C:8]4[CH:7]=[CH:6][N:5]=[CH:4][C:3]=4[CH2:2][NH:1][C:28](=[O:29])[CH3:30])[N:18]=[CH:17][C:16]=3[N:15]([CH3:19])[C:14](=[O:20])[C@H:13]2[CH2:21][CH3:22])[CH2:27][CH2:26][CH2:25][CH2:24]1, predict the reactants needed to synthesize it. The reactants are: [NH2:1][CH2:2][C:3]1[CH:4]=[N:5][CH:6]=[CH:7][C:8]=1[C:9]1[N:18]=[CH:17][C:16]2[N:15]([CH3:19])[C:14](=[O:20])[C@@H:13]([CH2:21][CH3:22])[N:12]([CH:23]3[CH2:27][CH2:26][CH2:25][CH2:24]3)[C:11]=2[N:10]=1.[C:28](O)([C:30](F)(F)F)=[O:29]. (2) Given the product [Br:43][CH2:4][C:5]1[CH:10]=[C:9]([Cl:11])[CH:8]=[CH:7][C:6]=1[C:12]1[N:16]([C:17]([C:30]2[CH:35]=[CH:34][CH:33]=[CH:32][CH:31]=2)([C:24]2[CH:29]=[CH:28][CH:27]=[CH:26][CH:25]=2)[C:18]2[CH:23]=[CH:22][CH:21]=[CH:20][CH:19]=2)[N:15]=[N:14][N:13]=1, predict the reactants needed to synthesize it. The reactants are: N([CH2:4][C:5]1[CH:10]=[C:9]([Cl:11])[CH:8]=[CH:7][C:6]=1[C:12]1[N:16]([C:17]([C:30]2[CH:35]=[CH:34][CH:33]=[CH:32][CH:31]=2)([C:24]2[CH:29]=[CH:28][CH:27]=[CH:26][CH:25]=2)[C:18]2[CH:23]=[CH:22][CH:21]=[CH:20][CH:19]=2)[N:15]=[N:14][N:13]=1)=[N+]=[N-].C1C(=O)N([Br:43])C(=O)C1.C(OOC(=O)C1C=CC=CC=1)(=O)C1C=CC=CC=1. (3) Given the product [Br:3][C:4]1[CH:5]=[C:6]([C:9]2([CH3:10])[O:17][CH2:18][CH2:19][O:11]2)[S:7][CH:8]=1, predict the reactants needed to synthesize it. The reactants are: N#N.[Br:3][C:4]1[CH:5]=[C:6]([C:9](=[O:11])[CH3:10])[S:7][CH:8]=1.COC([O:17][CH3:18])OC.[C:19]([O-])(O)=O.[Na+]. (4) The reactants are: [F:1][C@H:2]1[C@@H:7]2[O:8]C(C3C=CC=CC=3)[O:10][CH2:11][C@H:6]2[O:5][CH2:4][C@H:3]1[N:18]1[CH:23]=[C:22]([I:24])[C:21](=[O:25])[N:20](COCC[Si](C)(C)C)[C:19]1=[O:34].Cl. Given the product [F:1][C@H:2]1[C@H:7]([OH:8])[C@@H:6]([CH2:11][OH:10])[O:5][CH2:4][C@H:3]1[N:18]1[CH:23]=[C:22]([I:24])[C:21](=[O:25])[NH:20][C:19]1=[O:34], predict the reactants needed to synthesize it. (5) Given the product [ClH:23].[S:17]1[CH:18]=[CH:19][N:20]=[C:16]1[C:11]1([C:21]#[N:22])[CH2:12][CH:13]2[NH:8][CH:9]([CH2:15][CH2:14]2)[CH2:10]1, predict the reactants needed to synthesize it. The reactants are: C(OC([N:8]1[CH:13]2[CH2:14][CH2:15][CH:9]1[CH2:10][C:11]([C:21]#[N:22])([C:16]1[S:17][CH:18]=[CH:19][N:20]=1)[CH2:12]2)=O)(C)(C)C.[ClH:23]. (6) The reactants are: [NH2:1][C:2]1[N:7]=[C:6]([N:8]2[CH2:13][CH2:12][CH2:11][C@H:10]([C:14]([OH:16])=[O:15])[CH2:9]2)[CH:5]=[C:4](Cl)[N:3]=1.[C:18]([C:20]1[CH:25]=[CH:24][C:23](B(O)O)=[CH:22][C:21]=1[F:29])#[N:19].C([O-])(O)=O.[Na+]. Given the product [NH2:1][C:2]1[N:7]=[C:6]([N:8]2[CH2:13][CH2:12][CH2:11][C@H:10]([C:14]([OH:16])=[O:15])[CH2:9]2)[CH:5]=[C:4]([C:23]2[CH:24]=[CH:25][C:20]([C:18]#[N:19])=[C:21]([F:29])[CH:22]=2)[N:3]=1, predict the reactants needed to synthesize it.